Dataset: Catalyst prediction with 721,799 reactions and 888 catalyst types from USPTO. Task: Predict which catalyst facilitates the given reaction. (1) Reactant: [CH2:1]([C:19]([OH:62])([CH2:43][CH2:44][CH2:45][CH2:46][CH2:47][CH2:48][CH2:49][CH2:50][CH2:51]/[CH:52]=[CH:53]\[CH2:54]/[CH:55]=[CH:56]\[CH2:57][CH2:58][CH2:59][CH2:60]C)[CH:20]([O:24][CH2:25][CH2:26][CH2:27][CH2:28][CH2:29][CH2:30][CH2:31][CH2:32]/[CH:33]=[CH:34]\[CH2:35]/[CH:36]=[CH:37]\[CH2:38][CH2:39][CH2:40][CH2:41][CH3:42])[CH2:21][CH2:22]O)[CH2:2][CH2:3][CH2:4][CH2:5][CH2:6][CH2:7][CH2:8]/[CH:9]=[CH:10]\[CH2:11]/[CH:12]=[CH:13]\[CH2:14][CH2:15][CH2:16][CH2:17][CH3:18].Cl.[CH3:64][N:65]([CH3:72])[CH2:66][CH2:67][CH2:68][C:69]([OH:71])=[O:70].CCN=C=NCCCN(C)C.Cl.CCN(C(C)C)C(C)C. Product: [CH3:64][N:65]([CH3:72])[CH2:66][CH2:67][CH2:68][C:69]([O:71][CH2:22][CH2:21][CH:20]([O:24][CH2:25][CH2:26][CH2:27][CH2:28][CH2:29][CH2:30][CH2:31][CH2:32]/[CH:33]=[CH:34]\[CH2:35]/[CH:36]=[CH:37]\[CH2:38][CH2:39][CH2:40][CH2:41][CH3:42])[C:19]([OH:62])([CH2:43][CH2:44][CH2:45][CH2:46][CH2:47][CH2:48][CH2:49][CH2:50]/[CH:51]=[CH:52]\[CH2:53]/[CH:54]=[CH:55]\[CH2:56][CH2:57][CH2:58][CH2:59][CH3:60])[CH2:1][CH2:2][CH2:3][CH2:4][CH2:5][CH2:6][CH2:7][CH2:8]/[CH:9]=[CH:10]\[CH2:11]/[CH:12]=[CH:13]\[CH2:14][CH2:15][CH2:16][CH2:17][CH3:18])=[O:70]. The catalyst class is: 154. (2) Reactant: [N:1]1[CH:2]=[CH:3][N:4]2[CH:9]=[CH:8][C:7]([CH2:10]O)=[N:6][C:5]=12.C1(P(C2C=CC=CC=2)C2C=CC=CC=2)C=CC=CC=1.C(Br)(Br)(Br)Br.[ClH:36]. Product: [ClH:36].[Cl:36][CH2:10][C:7]1[CH:8]=[CH:9][N:4]2[CH:3]=[CH:2][N:1]=[C:5]2[N:6]=1. The catalyst class is: 4.